Dataset: Catalyst prediction with 721,799 reactions and 888 catalyst types from USPTO. Task: Predict which catalyst facilitates the given reaction. (1) Reactant: [O:1]1[CH2:5][CH2:4][O:3][CH:2]1[C:6]1[C:15](Br)=[CH:14][C:13]2[C:12]([CH3:18])([CH3:17])[CH2:11][CH2:10][C:9]([CH3:20])([CH3:19])[C:8]=2[CH:7]=1.[Cl-].[F:22][C:23]1[CH:30]=[C:29]([F:31])[CH:28]=[CH:27][C:24]=1[CH2:25][Zn+]. Product: [O:1]1[CH2:5][CH2:4][O:3][CH:2]1[C:6]1[C:15]([CH2:25][C:24]2[CH:27]=[CH:28][C:29]([F:31])=[CH:30][C:23]=2[F:22])=[CH:14][C:13]2[C:12]([CH3:18])([CH3:17])[CH2:11][CH2:10][C:9]([CH3:20])([CH3:19])[C:8]=2[CH:7]=1. The catalyst class is: 7. (2) Reactant: C(OC([N:8]1[CH2:13][CH2:12][N:11]([C:14]2[C:19]([Cl:20])=[CH:18][CH:17]=[CH:16][N:15]=2)[CH2:10][CH2:9]1)=O)(C)(C)C.Cl. Product: [ClH:20].[Cl:20][C:19]1[C:14]([N:11]2[CH2:10][CH2:9][NH:8][CH2:13][CH2:12]2)=[N:15][CH:16]=[CH:17][CH:18]=1. The catalyst class is: 191. (3) Reactant: C[C:2]1([CH3:13])[CH2:11][CH:10](N)[C:9]2[C:4](=[CH:5][CH:6]=[CH:7][CH:8]=2)[O:3]1.[CH3:14][C:15]1[O:16][C:17]2[CH:23]=[CH:22][CH:21]=[C:20]([CH2:24][CH2:25]C(O)=O)[C:18]=2[CH:19]=1.CCN=C=NCCCN(C)C.[ClH:40].C1C=CC2N([OH:50])N=NC=2C=1.C([N:53]([CH2:56][CH3:57])[CH2:54]C)C. Product: [Cl:40][C:7]1[CH:8]=[C:9]2[C:4](=[CH:5][CH:6]=1)[O:3][C:2]1([CH2:11][CH2:10][CH2:13]1)[CH2:57][CH:56]2[NH:53][C:54](=[O:50])[CH:24]([C:20]1[C:18]2[CH:19]=[C:15]([CH3:14])[O:16][C:17]=2[CH:23]=[CH:22][CH:21]=1)[CH3:25]. The catalyst class is: 4.